This data is from Full USPTO retrosynthesis dataset with 1.9M reactions from patents (1976-2016). The task is: Predict the reactants needed to synthesize the given product. (1) Given the product [ClH:1].[C:21]([C:20]1[C:15]([O:14][C:11]2[CH:10]=[CH:9][C:8]([CH2:7][C@@H:4]([NH:3][CH2:32][C@H:31]([OH:33])[CH2:30][O:23][C:24]3[CH:29]=[CH:28][CH:27]=[CH:26][CH:25]=3)[CH2:5][OH:6])=[CH:13][CH:12]=2)=[N:16][CH:17]=[CH:18][CH:19]=1)#[N:22], predict the reactants needed to synthesize it. The reactants are: [ClH:1].Cl.[NH2:3][C@H:4]([CH2:7][C:8]1[CH:13]=[CH:12][C:11]([O:14][C:15]2[C:20]([C:21]#[N:22])=[CH:19][CH:18]=[CH:17][N:16]=2)=[CH:10][CH:9]=1)[CH2:5][OH:6].[O:23]([CH2:30][C@H:31]1[O:33][CH2:32]1)[C:24]1[CH:29]=[CH:28][CH:27]=[CH:26][CH:25]=1.C(N(CC)C(C)C)(C)C. (2) The reactants are: [Br:1][C:2]1[CH:3]=[C:4]2[C:9](=[CH:10][N:11]=1)[N:8]([C@H:12]1[CH2:17][CH2:16][CH2:15][N:14](C(OC(C)(C)C)=O)[CH2:13]1)[CH:7]=[C:6]([C:25]([O:27][CH2:28][CH3:29])=[O:26])[C:5]2=[O:30].[ClH:31]. Given the product [ClH:31].[Br:1][C:2]1[CH:3]=[C:4]2[C:9](=[CH:10][N:11]=1)[N:8]([C@H:12]1[CH2:17][CH2:16][CH2:15][NH:14][CH2:13]1)[CH:7]=[C:6]([C:25]([O:27][CH2:28][CH3:29])=[O:26])[C:5]2=[O:30], predict the reactants needed to synthesize it.